From a dataset of Reaction yield outcomes from USPTO patents with 853,638 reactions. Predict the reaction yield, written as a fraction of the theoretical maximum amount of product (1.0 means a 100% yield; for example, 0.34 means a 34% yield). (1) The reactants are [CH3:1][O:2][C:3]1[CH:8]=[CH:7][C:6]([C@H:9]([NH:11][C@H:12]2[C:21]3[N:20]=[CH:19][CH:18]=[CH:17][C:16]=3[CH2:15][CH2:14][C@H:13]2[CH2:22][CH2:23][C:24](OCC)=[O:25])[CH3:10])=[CH:5][CH:4]=1.[H-].[Al+3].[Li+].[H-].[H-].[H-]. The catalyst is O1CCCC1. The product is [CH3:1][O:2][C:3]1[CH:8]=[CH:7][C:6]([C@H:9]([NH:11][C@H:12]2[C:21]3[N:20]=[CH:19][CH:18]=[CH:17][C:16]=3[CH2:15][CH2:14][C@H:13]2[CH2:22][CH2:23][CH2:24][OH:25])[CH3:10])=[CH:5][CH:4]=1. The yield is 0.480. (2) The product is [CH3:20][O:19][C:5]1[CH:4]=[C:3]([CH2:1][NH:29][CH2:28][CH2:27][C:24]2[CH:25]=[CH:26][C:21]([CH3:30])=[CH:22][CH:23]=2)[CH:18]=[CH:17][C:6]=1[O:7][C:8]1[CH:16]=[CH:15][C:11]([C:12]([NH2:14])=[O:13])=[CH:10][N:9]=1. The yield is 0.978. The reactants are [CH:1]([C:3]1[CH:18]=[CH:17][C:6]([O:7][C:8]2[CH:16]=[CH:15][C:11]([C:12]([NH2:14])=[O:13])=[CH:10][N:9]=2)=[C:5]([O:19][CH3:20])[CH:4]=1)=O.[C:21]1([CH3:30])[CH:26]=[CH:25][C:24]([CH2:27][CH2:28][NH2:29])=[CH:23][CH:22]=1.[BH4-].[Na+]. The catalyst is CO. (3) The reactants are [NH2:1][CH2:2][CH2:3][CH2:4][CH2:5][C:6]([C:8]1[CH:13]=[C:12]([F:14])[C:11]([F:15])=[C:10]([F:16])[CH:9]=1)=O.[BH4-].[Na+]. The catalyst is O1CCCC1.CO. The product is [F:16][C:10]1[CH:9]=[C:8]([CH:6]2[CH2:5][CH2:4][CH2:3][CH2:2][NH:1]2)[CH:13]=[C:12]([F:14])[C:11]=1[F:15]. The yield is 0.680. (4) The reactants are [CH3:1][O:2][CH2:3][CH2:4][O:5][C:6]1[CH:26]=[CH:25][C:9]([O:10][C:11]2[CH:16]=[C:15]([CH3:17])[C:14]([C:18]3[N:19]=[C:20]([NH2:23])[S:21][CH:22]=3)=[C:13]([CH3:24])[CH:12]=2)=[CH:8][CH:7]=1.[F:27][C:28]1C=C(C=CN=1)C(O)=O.Cl.C(N=C=N[CH2:43][CH2:44][CH2:45][N:46]([CH3:48])C)C.[OH:49][C:50]1C2N=NNC=2C=CC=1. The catalyst is C(Cl)Cl.C(N(CC)CC)C. The product is [F:27][C:28]1[CH:48]=[N:46][CH:45]=[CH:44][C:43]=1[C:50]([NH:23][C:20]1[S:21][CH:22]=[C:18]([C:14]2[C:15]([CH3:17])=[CH:16][C:11]([O:10][C:9]3[CH:8]=[CH:7][C:6]([O:5][CH2:4][CH2:3][O:2][CH3:1])=[CH:26][CH:25]=3)=[CH:12][C:13]=2[CH3:24])[N:19]=1)=[O:49]. The yield is 0.350. (5) The reactants are [NH2:1][CH2:2][CH2:3][C:4]1[CH:9]=[CH:8][CH:7]=[CH:6][N:5]=1.[C:10](O[C:10]([O:12][C:13]([CH3:16])([CH3:15])[CH3:14])=[O:11])([O:12][C:13]([CH3:16])([CH3:15])[CH3:14])=[O:11]. The catalyst is O1CCCC1. The product is [N:5]1[CH:6]=[CH:7][CH:8]=[CH:9][C:4]=1[CH2:3][CH2:2][NH:1][C:10](=[O:11])[O:12][C:13]([CH3:16])([CH3:15])[CH3:14]. The yield is 0.990.